From a dataset of Forward reaction prediction with 1.9M reactions from USPTO patents (1976-2016). Predict the product of the given reaction. Given the reactants [Cl:1][C:2]1[CH:7]=[C:6]([Cl:8])[CH:5]=[CH:4][C:3]=1[C:9]1[CH:14]=[CH:13][C:12]([CH2:15][CH3:16])=[C:11]([CH:17]2[C:19]3([C:23](=[O:24])[C:22]([CH3:26])([CH3:25])[O:21][C:20]3([CH3:28])[CH3:27])[O:18]2)[CH:10]=1.O.C1(C)C=CC(S(O)(=O)=O)=CC=1, predict the reaction product. The product is: [Cl:1][C:2]1[CH:7]=[C:6]([Cl:8])[CH:5]=[CH:4][C:3]=1[C:9]1[CH:14]=[CH:13][C:12]([CH2:15][CH3:16])=[C:11]([CH:17]2[C:23](=[O:24])[C:22]([CH3:26])([CH3:25])[O:21][C:20]([CH3:28])([CH3:27])[C:19]2=[O:18])[CH:10]=1.